From a dataset of Drug-target binding data from BindingDB using Ki measurements. Regression. Given a target protein amino acid sequence and a drug SMILES string, predict the binding affinity score between them. We predict pKi (pKi = -log10(Ki in M); higher means stronger inhibition). Dataset: bindingdb_ki. (1) The drug is COc1ccc(NS(=O)(=O)c2sc3ccc(Cl)cc3c2C)cc1N1CCN2CCC[C@@H]2C1. The target protein sequence is MNITNCTTEASMAIRPKTITEKMLICMTLVVITTLTTLLNLAVIMAIGTTKKLHQPANYLICSLAVTDLLVAVLVMPLSIIYIVMDRWKLGYFLCEVWLSVDMTCCTCSILHLCVIALDRYWAITNAIEYARKRTAKRAALMILTVWTISIFISMPPLFWRSHRRLSPPPSQCTIQHDHVIYTIYSTLGAFYIPLTLILILYYRIYHAAKSLYQKRGSSRHLSNRSTDSQNSFASCKLTQTFCVSDFSTSDPTTEFEKFHASIRIPPFDNDLDHPGERQQISSTRERKAARILGLILGAFILSWLPFFIKELIVGLSIYTVSSEVADFLTWLGYVNSLINPLLYTSFNEDFKLAFKKLIRCREHT. The pKi is 6.0. (2) The compound is Cc1ccc(S(=O)(=O)N2CCCCC2C(=O)NC(C=O)Cc2ccccc2)cc1. The target protein (P04574) has sequence MFLVNSFLKGGGGGGGGGGGLGGGLGNVLGGLISGAGGGGGGGGGGGGGGGGGGTAMRILGGVISAISEAAAQYNPEPPPPRTHYSNIEANESEEVRQFRRLFAQLAGDDMEVSATELMNILNKVVTRHPDLKTDGFGIDTCRSMVAVMDSDTTGKLGFEEFKYLWNNIKKWQAIYKQFDVDRSGTIGSSELPGAFEAAGFHLNEHLYSMIIRRYSDEGGNMDFDNFISCLVRLDAMFRAFKSLDKDGTGQIQVNIQEWLQLTMYS. The pKi is 6.3. (3) The target protein sequence is DNTPKDQEIKKLVDQNFKPLLEKYDVPGMAVGVIQNNKKYEMYYGLQSVQDKKAVNSNTIFELGSVSKLFTATAGGYAKNKGKISFDDTPGKYWKELKNTPIDQVNLLQLATYTSGNLALQFPDEVQTDQQVLTFFKDWKPKNPIGEYRQYSNPSIGLFGKVVALSMNKPFDQVLEKTIFPALGLKHSYVNVPKTQMQNYAFGYNQENQPIRVNPGPLDAPAYGVKSTLPDMLSFIHANLNPQKYPTDIQRAINETHQGRYQVNTMYQALGWEEFSYPATLQTLLDSNSEQIVMKPNKVTAISKEPSVKMYHKTGSTSGFGTYVVFIPKENIGLVMLTNKRIPNEERIKAAYVVLNAIKK. The pKi is 7.7. The compound is O=C(Cc1cccs1)N[C@H](B(O)O)c1cccc(C(=O)O)c1. (4) The drug is CN(C(=O)Cc1ccccc1)[C@H]1C[C@@]2(CCCO2)CC[C@@H]1N1CCCC1. The target protein (P47748) has sequence MESLFPAPFWEVLYGSHLQGNLSLLSPNHSGLPPHLLLNASHSAFLPLGLKVTIVGLYLAVCIGGLLGNCLVMYVILRHTKMKTATNIYIFNLALADTLVLLTLPFQATDILLGFWPFGNTLCKTVIAIDYYNMFTSTFTLTAMSVDRYVAICHPIRALDVRTSSKAQAVNVAIWALALVVGVPVAIMGSAQVEDEEIECLVEIPDPQDYWGPVFAVSIFLFSFIIPVLIISVCYSLMIRRLHGVRLLSGSREKDRNLRRITRLVLVVVAVFVGCWTPVQVFVLVQGLGVQPGSETTVAILRFCTALGYVNSCLNPILYAFLDENFKACFRKFCCASALHREMQVSDRVRSIAKDVALGCKTTETVPRPA. The pKi is 6.0. (5) The drug is OC[C@H]1NC[C@H](O)[C@@H](O)C1(F)F. The target protein (P48825) has sequence MKLSWLEAAALTAASVVSADELAFSPPFYPSPWANGQGEWAEAYQRAVAIVSQMTLDEKVNLTTGTGWELEKCVGQTGGVPRLNIGGMCLQDSPLGIRDSDYNSAFPAGVNVAATWDKNLAYLRGQAMGQEFSDKGIDVQLGPAAGPLGRSPDGGRNWEGFSPDPALTGVLFAETIKGIQDAGVVATAKHYILNEQEHFRQVAEAAGYGFNISDTISSNVDDKTIHEMYLWPFADAVRAGVGAIMCSYNQINNSYGCQNSYTLNKLLKAELGFQGFVMSDWGAHHSGVGSALAGLDMSMPGDITFDSATSFWGTNLTIAVLNGTVPQWRVDDMAVRIMAAYYKVGRDRLYQPPNFSSWTRDEYGFKYFYPQEGPYEKVNHFVNVQRNHSEVIRKLGADSTVLLKNNNALPLTGKERKVAILGEDAGSNSYGANGCSDRGCDNGTLAMAWGSGTAEFPYLVTPEQAIQAEVLKHKGSVYAITDNWALSQVETLAKQASVSL.... The pKi is 3.0. (6) The drug is CCN(CC)C(=O)[C@@H]1C=C2c3cccc4[nH]cc(c34)C[C@H]2N(C)C1. The target protein (P50407) has sequence MMGVNSSGRPDLYGHLHSILLPGRGLPDWSPDGGADPGVSTWTPRLLSGVPEVAASPSPSWDGTWDNVSGCGEQINYGRAEKVVIGSILTLITLLTIAGNCLVVISVCFVKKLRQPSNYLIVSLALADLSVAVAVIPFVSVTDLIGGKWIFGHFFCNVFIAMDVMCCTASIMTLCVISIDRYLGITRPLTYPVRQNGKCMPKMILSVWLLSASITLPPLFGWAQNVNDDKVCLISQDFGYTIYSTAVAFYIPMSVMLFMYYRIYKAARKSAAKHKFPGFPRVQPESIISLNGMVKLQKEVEECANLSRLLKHERKNISIFKREQKAATTLGIIVGAFTVCWLPFFLLSTARPFICGTACSCIPLWVERTCLWLGYANSLINPFIYAFFNRDLRTTYRSLLQCQYRNINRKLSAAGMHEALKLAERPERPECVLQNSDYCRKKGHDS. The pKi is 7.5.